Dataset: Reaction yield outcomes from USPTO patents with 853,638 reactions. Task: Predict the reaction yield, written as a fraction of the theoretical maximum amount of product (1.0 means a 100% yield; for example, 0.34 means a 34% yield). (1) The reactants are [H-].[Na+].C(OP([CH2:11][C:12]([O:14][C:15]([CH3:18])([CH3:17])[CH3:16])=[O:13])(OCC)=O)C.[Cl:19][C:20]1[CH:25]=[CH:24][N:23]=[C:22]([CH:26]=O)[CH:21]=1. The catalyst is C1COCC1. The product is [Cl:19][C:20]1[CH:25]=[CH:24][N:23]=[C:22]([CH:26]=[CH:11][C:12]([O:14][C:15]([CH3:16])([CH3:17])[CH3:18])=[O:13])[CH:21]=1. The yield is 0.950. (2) The reactants are Br[C:2]1[CH:3]=[C:4]([O:10][CH3:11])[C:5](=[O:9])[N:6]([CH3:8])[CH:7]=1.[CH2:12]([S:14]([C:17]1[CH:18]=[CH:19][C:20]([F:32])=[C:21](B2OC(C)(C)C(C)(C)O2)[CH:22]=1)(=[O:16])=[O:15])[CH3:13].[O-]P([O-])([O-])=O.[K+].[K+].[K+]. The catalyst is O1CCOCC1.O.C1C=CC(P(C2C=CC=CC=2)[C-]2C=CC=C2)=CC=1.C1C=CC(P(C2C=CC=CC=2)[C-]2C=CC=C2)=CC=1.Cl[Pd]Cl.[Fe+2]. The product is [CH2:12]([S:14]([C:17]1[CH:22]=[CH:21][C:20]([F:32])=[C:19]([C:2]2[CH:3]=[C:4]([O:10][CH3:11])[C:5](=[O:9])[N:6]([CH3:8])[CH:7]=2)[CH:18]=1)(=[O:15])=[O:16])[CH3:13]. The yield is 0.870.